The task is: Predict the reaction yield, written as a fraction of the theoretical maximum amount of product (1.0 means a 100% yield; for example, 0.34 means a 34% yield).. This data is from Reaction yield outcomes from USPTO patents with 853,638 reactions. (1) The reactants are [OH:1][C:2]1[CH:3]=[N:4][C:5]2[N:6]([N:8]=[C:9]([C:21]3[CH:26]=[CH:25][CH:24]=[CH:23][CH:22]=3)[C:10]=2[CH2:11][N:12]2[CH2:16][CH:15]([CH2:17][CH2:18][CH3:19])[CH2:14][C:13]2=[O:20])[CH:7]=1.IC.[C:29]([O-])([O-])=O.[K+].[K+]. The catalyst is CC(C)=O. The product is [CH3:29][O:1][C:2]1[CH:3]=[N:4][C:5]2[N:6]([N:8]=[C:9]([C:21]3[CH:22]=[CH:23][CH:24]=[CH:25][CH:26]=3)[C:10]=2[CH2:11][N:12]2[CH2:16][CH:15]([CH2:17][CH2:18][CH3:19])[CH2:14][C:13]2=[O:20])[CH:7]=1. The yield is 0.300. (2) The reactants are [NH2:1][C:2]1[C:10]([Br:11])=[CH:9][C:8]([CH3:12])=[CH:7][C:3]=1[C:4](O)=[O:5].CO.Cl. The catalyst is O1CCCC1. The product is [NH2:1][C:2]1[C:10]([Br:11])=[CH:9][C:8]([CH3:12])=[CH:7][C:3]=1[CH2:4][OH:5]. The yield is 0.510.